This data is from NCI-60 drug combinations with 297,098 pairs across 59 cell lines. The task is: Regression. Given two drug SMILES strings and cell line genomic features, predict the synergy score measuring deviation from expected non-interaction effect. (1) Drug 1: CC(C1=C(C=CC(=C1Cl)F)Cl)OC2=C(N=CC(=C2)C3=CN(N=C3)C4CCNCC4)N. Drug 2: CC1CCC2CC(C(=CC=CC=CC(CC(C(=O)C(C(C(=CC(C(=O)CC(OC(=O)C3CCCCN3C(=O)C(=O)C1(O2)O)C(C)CC4CCC(C(C4)OC)OCCO)C)C)O)OC)C)C)C)OC. Cell line: MALME-3M. Synergy scores: CSS=18.6, Synergy_ZIP=-6.25, Synergy_Bliss=-4.97, Synergy_Loewe=-14.1, Synergy_HSA=-3.68. (2) Drug 1: CCC1=CC2CC(C3=C(CN(C2)C1)C4=CC=CC=C4N3)(C5=C(C=C6C(=C5)C78CCN9C7C(C=CC9)(C(C(C8N6C)(C(=O)OC)O)OC(=O)C)CC)OC)C(=O)OC.C(C(C(=O)O)O)(C(=O)O)O. Drug 2: CNC(=O)C1=NC=CC(=C1)OC2=CC=C(C=C2)NC(=O)NC3=CC(=C(C=C3)Cl)C(F)(F)F. Cell line: PC-3. Synergy scores: CSS=52.1, Synergy_ZIP=-1.94, Synergy_Bliss=-0.167, Synergy_Loewe=-3.09, Synergy_HSA=2.53. (3) Cell line: OVCAR-4. Synergy scores: CSS=-2.90, Synergy_ZIP=2.92, Synergy_Bliss=2.00, Synergy_Loewe=-2.83, Synergy_HSA=-2.02. Drug 2: CC(C)(C#N)C1=CC(=CC(=C1)CN2C=NC=N2)C(C)(C)C#N. Drug 1: CC1=CC=C(C=C1)C2=CC(=NN2C3=CC=C(C=C3)S(=O)(=O)N)C(F)(F)F. (4) Drug 1: CNC(=O)C1=NC=CC(=C1)OC2=CC=C(C=C2)NC(=O)NC3=CC(=C(C=C3)Cl)C(F)(F)F. Drug 2: CCC1(CC2CC(C3=C(CCN(C2)C1)C4=CC=CC=C4N3)(C5=C(C=C6C(=C5)C78CCN9C7C(C=CC9)(C(C(C8N6C)(C(=O)OC)O)OC(=O)C)CC)OC)C(=O)OC)O.OS(=O)(=O)O. Cell line: M14. Synergy scores: CSS=-1.30, Synergy_ZIP=6.95, Synergy_Bliss=5.39, Synergy_Loewe=3.51, Synergy_HSA=-1.42. (5) Drug 2: C1CCC(C(C1)N)N.C(=O)(C(=O)[O-])[O-].[Pt+4]. Drug 1: CC=C1C(=O)NC(C(=O)OC2CC(=O)NC(C(=O)NC(CSSCCC=C2)C(=O)N1)C(C)C)C(C)C. Cell line: K-562. Synergy scores: CSS=71.5, Synergy_ZIP=0.374, Synergy_Bliss=1.02, Synergy_Loewe=-31.7, Synergy_HSA=-0.790.